This data is from Retrosynthesis with 50K atom-mapped reactions and 10 reaction types from USPTO. The task is: Predict the reactants needed to synthesize the given product. (1) Given the product CC(=O)NC(=O)CC1CCC(c2ncc(-c3ccc(NC(=O)c4c(F)cccc4F)cc3)s2)CC1, predict the reactants needed to synthesize it. The reactants are: CC(=O)NC(=O)CC1CCC(c2ncc(-c3ccc(N)cc3)s2)CC1.O=C(Cl)c1c(F)cccc1F. (2) Given the product CC1(C)[C@@H]2CC[C@@]1(C)[C@@H](NC(=O)OCc1ccccc1)c1nc(C(=O)NCc3ccc(F)cc3)c(O)c(=O)n1C2, predict the reactants needed to synthesize it. The reactants are: CCOC(=O)c1nc2n(c(=O)c1O)C[C@H]1CC[C@@](C)(C2NC(=O)OCc2ccccc2)C1(C)C.NCc1ccc(F)cc1. (3) Given the product CCN(Cc1ccc(OCCN2CCCC2)cc1)c1ccccc1C1CCc2cc(O)ccc2C1, predict the reactants needed to synthesize it. The reactants are: CCN(Cc1ccc(OCCN2CCCC2)cc1)c1ccccc1C1CCc2cc(OC)ccc2C1. (4) Given the product O=C(O)CC(=O)N(c1ccccc1)c1ccccc1, predict the reactants needed to synthesize it. The reactants are: CCOC(=O)CC(=O)N(c1ccccc1)c1ccccc1. (5) Given the product COc1ccc(S(=O)(=O)C(C)(CCCCN2C(=O)c3ccccc3C2=O)C(=O)O)cc1, predict the reactants needed to synthesize it. The reactants are: CCOC(=O)C(C)(CCCCN1C(=O)c2ccccc2C1=O)S(=O)(=O)c1ccc(OC)cc1.